This data is from Forward reaction prediction with 1.9M reactions from USPTO patents (1976-2016). The task is: Predict the product of the given reaction. Given the reactants C[O:2][C:3]1[CH:4]=[C:5]([NH:9][C:10]([C:12]2[C:13]([NH:18][C@H:19]([C:21]3[N:26]([C:27]4[CH:32]=[CH:31][CH:30]=[CH:29][CH:28]=4)[C:25](=[O:33])[C:24]4=[C:34]([CH3:37])[CH:35]=[CH:36][N:23]4[N:22]=3)[CH3:20])=[N:14][CH:15]=[N:16][CH:17]=2)=[O:11])[CH:6]=[CH:7][CH:8]=1.B(Br)(Br)Br, predict the reaction product. The product is: [OH:2][C:3]1[CH:4]=[C:5]([NH:9][C:10]([C:12]2[C:13]([NH:18][C@H:19]([C:21]3[N:26]([C:27]4[CH:32]=[CH:31][CH:30]=[CH:29][CH:28]=4)[C:25](=[O:33])[C:24]4=[C:34]([CH3:37])[CH:35]=[CH:36][N:23]4[N:22]=3)[CH3:20])=[N:14][CH:15]=[N:16][CH:17]=2)=[O:11])[CH:6]=[CH:7][CH:8]=1.